Dataset: Catalyst prediction with 721,799 reactions and 888 catalyst types from USPTO. Task: Predict which catalyst facilitates the given reaction. (1) Reactant: [N:1]1([C:7]2[C:8]3[CH:25]=[CH:24][N:23]([CH2:26][C:27]([F:30])([F:29])[F:28])[C:9]=3[N:10]=[C:11]([C:13]3[CH:22]=[CH:21][C:16]4[NH:17][C:18]([NH2:20])=[N:19][C:15]=4[CH:14]=3)[N:12]=2)[CH2:6][CH2:5][O:4][CH2:3][CH2:2]1.[C:31]([O-])([O-])=O.[K+].[K+].IC. Product: [CH3:31][NH:20][C:18]1[NH:17][C:16]2[CH:21]=[CH:22][C:13]([C:11]3[N:12]=[C:7]([N:1]4[CH2:6][CH2:5][O:4][CH2:3][CH2:2]4)[C:8]4[CH:25]=[CH:24][N:23]([CH2:26][C:27]([F:29])([F:30])[F:28])[C:9]=4[N:10]=3)=[CH:14][C:15]=2[N:19]=1. The catalyst class is: 21. (2) Reactant: [C:1]1(=[O:7])[O:6][C:4](=[O:5])[CH2:3][CH2:2]1.[C:8]([O:12][C:13](=[O:25])[NH:14][C:15]1[CH:20]=[CH:19][CH:18]=[C:17]([C:21](=[NH:24])[NH:22]O)[CH:16]=1)([CH3:11])([CH3:10])[CH3:9]. Product: [C:8]([O:12][C:13]([NH:14][C:15]1[CH:16]=[C:17]([C:21]2[N:24]=[C:4]([CH2:3][CH2:2][C:1]([OH:6])=[O:7])[O:5][N:22]=2)[CH:18]=[CH:19][CH:20]=1)=[O:25])([CH3:11])([CH3:9])[CH3:10]. The catalyst class is: 3. (3) Reactant: C[O:2][C:3]1[CH:8]=[C:7]2[O:9][CH2:10][CH2:11][C:12]3([N:17]4[CH:18]=[N:19][CH:20]=[C:16]4[CH2:15][CH2:14][CH2:13]3)[C:6]2=[CH:5][CH:4]=1.C[Si](I)(C)C.CO. Product: [CH:20]1[N:19]=[CH:18][N:17]2[C:12]3([C:6]4[C:7](=[CH:8][C:3]([OH:2])=[CH:4][CH:5]=4)[O:9][CH2:10][CH2:11]3)[CH2:13][CH2:14][CH2:15][C:16]=12. The catalyst class is: 10.